This data is from Full USPTO retrosynthesis dataset with 1.9M reactions from patents (1976-2016). The task is: Predict the reactants needed to synthesize the given product. (1) Given the product [CH:1]([NH:19][NH:18][C:16](=[O:17])[C:15]1[CH:20]=[CH:21][CH:22]=[CH:23][C:14]=1[N+:11]([O-:13])=[O:12])=[O:2], predict the reactants needed to synthesize it. The reactants are: [CH:1](O)=[O:2].C(OC(=O)C)(=O)C.[N+:11]([C:14]1[CH:23]=[CH:22][CH:21]=[CH:20][C:15]=1[C:16]([NH:18][NH2:19])=[O:17])([O-:13])=[O:12].C(OC(=O)C)=O. (2) Given the product [Cl:32][C:15]1[C:11]2[NH:12][C:13]3[CH:14]=[C:6]([O:5][CH2:4][CH2:3][O:2][CH3:1])[CH:7]=[CH:8][C:9]=3[C:10]=2[C:18]([C:19]2[CH:24]=[CH:23][CH:22]=[C:21]([N+:25]([O-:27])=[O:26])[C:20]=2[CH3:28])=[N:17][N:16]=1, predict the reactants needed to synthesize it. The reactants are: [CH3:1][O:2][CH2:3][CH2:4][O:5][C:6]1[CH:7]=[CH:8][C:9]2[C:10]3[C:18]([C:19]4[CH:24]=[CH:23][CH:22]=[C:21]([N+:25]([O-:27])=[O:26])[C:20]=4[CH3:28])=[N:17][NH:16][C:15](=O)[C:11]=3[NH:12][C:13]=2[CH:14]=1.P(Cl)(Cl)([Cl:32])=O. (3) Given the product [S:23]1[CH:24]=[N:25][N:26]=[C:22]1[NH:21][C:19]([C:18]1[CH:17]=[C:16]([C:2]2[CH:7]=[CH:6][C:5]([C:8]3[O:9][C:10]([CH3:13])=[N:11][N:12]=3)=[CH:4][CH:3]=2)[C:15]([CH3:14])=[CH:28][CH:27]=1)=[O:20], predict the reactants needed to synthesize it. The reactants are: I[C:2]1[CH:7]=[CH:6][C:5]([C:8]2[O:9][C:10]([CH3:13])=[N:11][N:12]=2)=[CH:4][CH:3]=1.[CH3:14][C:15]1[CH:28]=[CH:27][C:18]([C:19]([NH:21][C:22]2[S:23][CH:24]=[N:25][N:26]=2)=[O:20])=[CH:17][C:16]=1B1OC(C)(C)C(C)(C)O1. (4) Given the product [C:34]([O:25][CH2:24][CH2:23][C:22]([CH3:21])([S:27][C:28]1[CH:33]=[CH:32][CH:31]=[CH:30][CH:29]=1)[CH3:26])(=[O:37])[CH:35]=[CH2:36], predict the reactants needed to synthesize it. The reactants are: C1(NC2C=CC(NC3C=CC=CC=3)=CC=2)C=CC=CC=1.[CH3:21][C:22]([S:27][C:28]1[CH:33]=[CH:32][CH:31]=[CH:30][CH:29]=1)([CH3:26])[CH2:23][CH2:24][OH:25].[C:34](OCC)(=[O:37])[CH:35]=[CH2:36]. (5) Given the product [ClH:1].[F:2][C:3]1[CH:56]=[CH:55][CH:54]=[CH:53][C:4]=1[CH2:5][NH:6][C:7](=[O:52])[CH2:8][CH:9]1[C:15](=[O:16])[N:14]([C:17]2[CH:18]=[CH:19][C:20]([CH2:23][NH2:24])=[CH:21][CH:22]=2)[C:13]2[CH:32]=[CH:33][CH:34]=[CH:35][C:12]=2[N:11]([CH2:36][C:37]2[CH:42]=[CH:41][C:40]([O:43][CH2:44][C:45]3[CH:50]=[CH:49][CH:48]=[CH:47][CH:46]=3)=[CH:39][CH:38]=2)[C:10]1=[O:51], predict the reactants needed to synthesize it. The reactants are: [ClH:1].[F:2][C:3]1[CH:56]=[CH:55][CH:54]=[CH:53][C:4]=1[CH2:5][NH:6][C:7](=[O:52])[CH2:8][CH:9]1[C:15](=[O:16])[N:14]([C:17]2[CH:22]=[CH:21][C:20]([CH2:23][NH:24]C(OC(C)(C)C)=O)=[CH:19][CH:18]=2)[C:13]2[CH:32]=[CH:33][CH:34]=[CH:35][C:12]=2[N:11]([CH2:36][C:37]2[CH:42]=[CH:41][C:40]([O:43][CH2:44][C:45]3[CH:50]=[CH:49][CH:48]=[CH:47][CH:46]=3)=[CH:39][CH:38]=2)[C:10]1=[O:51]. (6) Given the product [F:16][C:8]1[CH:7]=[C:6]([C@@H:4]([OH:5])[CH2:3][CH2:2][NH:1][C:33](=[O:34])[O:32][C:29]([CH3:31])([CH3:30])[CH3:28])[CH:11]=[CH:10][C:9]=1[C:12]([F:13])([F:14])[F:15], predict the reactants needed to synthesize it. The reactants are: [NH2:1][CH2:2][CH2:3][C@@H:4]([C:6]1[CH:11]=[CH:10][C:9]([C:12]([F:15])([F:14])[F:13])=[C:8]([F:16])[CH:7]=1)[OH:5].C1COCC1.O.C1COCC1.[CH3:28][C:29]([O:32][C:33](O[C:33]([O:32][C:29]([CH3:31])([CH3:30])[CH3:28])=[O:34])=[O:34])([CH3:31])[CH3:30]. (7) Given the product [CH2:11]([N:8]1[C:9]2[C:5](=[C:4]([CH3:13])[CH:3]=[C:2]([C:39]3[N:44]=[C:43]([O:45][CH3:46])[C:42]([C@@:47]4([CH3:54])[CH2:52][CH2:51][CH2:50][NH:49][C:48]4=[O:53])=[CH:41][CH:40]=3)[CH:10]=2)[CH:6]=[N:7]1)[CH3:12], predict the reactants needed to synthesize it. The reactants are: Br[C:2]1[CH:10]=[C:9]2[C:5]([CH:6]=[N:7][N:8]2[CH2:11][CH3:12])=[C:4]([CH3:13])[CH:3]=1.CC1(C)COB(B2OCC(C)(C)CO2)OC1.CC([O-])=O.[K+].ClCCl.Cl[C:39]1[N:44]=[C:43]([O:45][CH3:46])[C:42]([C@@:47]2([CH3:54])[CH2:52][CH2:51][CH2:50][NH:49][C:48]2=[O:53])=[CH:41][CH:40]=1.C(=O)([O-])[O-].[Na+].[Na+]. (8) Given the product [CH2:16]([O:18][C:19]1[CH:24]=[C:23]([C:2]#[C:1][C:3]2[CH:8]=[CH:7][C:6]([CH2:9][CH:10]([NH:12][C:13](=[O:15])[CH3:14])[CH3:11])=[CH:5][CH:4]=2)[CH:22]=[CH:21][N:20]=1)[CH3:17], predict the reactants needed to synthesize it. The reactants are: [C:1]([C:3]1[CH:8]=[CH:7][C:6]([CH2:9][CH:10]([NH:12][C:13](=[O:15])[CH3:14])[CH3:11])=[CH:5][CH:4]=1)#[CH:2].[CH2:16]([O:18][C:19]1[CH:24]=[C:23](I)[CH:22]=[CH:21][N:20]=1)[CH3:17].